From a dataset of Reaction yield outcomes from USPTO patents with 853,638 reactions. Predict the reaction yield, written as a fraction of the theoretical maximum amount of product (1.0 means a 100% yield; for example, 0.34 means a 34% yield). (1) The reactants are [O:1]1[CH:5]=[CH:4][CH:3]=[C:2]1[CH:6]=[O:7].C[Si](C#N)(C)C.C[Si]([N-][Si](C)(C)C)(C)C.[Li+].CS(O[CH2:29][C:30]1[CH:31]=[N:32][C:33]([Cl:36])=[CH:34][CH:35]=1)(=O)=O.[F-].C([N+](CCCC)(CCCC)CCCC)CCC. The catalyst is O1CCCC1.[Cl-].[NH4+].C(OCC)(=O)C.[I-].[Zn+2].[I-]. The product is [Cl:36][C:33]1[N:32]=[CH:31][C:30]([CH2:29][C:6]([C:2]2[O:1][CH:5]=[CH:4][CH:3]=2)=[O:7])=[CH:35][CH:34]=1. The yield is 0.540. (2) The reactants are [CH3:1][NH:2][C:3]1[CH:8]=[CH:7][C:6]([N+:9]([O-])=O)=[CH:5][N:4]=1.[H][H]. The catalyst is [Pd].CO. The product is [CH3:1][NH:2][C:3]1[CH:8]=[CH:7][C:6]([NH2:9])=[CH:5][N:4]=1. The yield is 0.420.